Predict which catalyst facilitates the given reaction. From a dataset of Catalyst prediction with 721,799 reactions and 888 catalyst types from USPTO. (1) Reactant: C[O:2][C:3]([C:5]1[O:6][CH:7]=[CH:8][C:9]=1[C:10]([O:12]C)=O)=O.CCO.O.[NH2:18][NH2:19]. Product: [O:6]1[C:5]2[C:3](=[O:2])[NH:18][NH:19][C:10](=[O:12])[C:9]=2[CH:8]=[CH:7]1. The catalyst class is: 6. (2) Reactant: COC[O:4][C:5]1[CH:10]=[CH:9][C:8]([CH2:11][C@H:12]([NH:16][CH2:17][C@H:18]([OH:27])[CH2:19][O:20][C:21]2[CH:26]=[CH:25][CH:24]=[CH:23][CH:22]=2)[CH2:13][O:14][CH3:15])=[CH:7][CH:6]=1.CO.[ClH:30]. Product: [ClH:30].[OH:27][C@H:18]([CH2:19][O:20][C:21]1[CH:22]=[CH:23][CH:24]=[CH:25][CH:26]=1)[CH2:17][NH:16][C@H:12]([CH2:13][O:14][CH3:15])[CH2:11][C:8]1[CH:9]=[CH:10][C:5]([OH:4])=[CH:6][CH:7]=1. The catalyst class is: 12. (3) Reactant: [CH3:1][Si:2]([CH3:13])([CH3:12])[CH2:3][CH2:4][O:5][CH2:6][N:7]1[CH:11]=[CH:10][CH:9]=[N:8]1.C([Li])CCC.[CH:19]1([C:25]2([CH3:40])[C:29](=[O:30])[N:28]([CH2:31][C:32](N(OC)C)=[O:33])[C:27](=[O:38])[N:26]2[CH3:39])[CH2:24][CH2:23][CH2:22][CH2:21][CH2:20]1. Product: [CH:19]1([C:25]2([CH3:40])[N:26]([CH3:39])[C:27](=[O:38])[N:28]([CH2:31][C:32](=[O:33])[C:11]3[N:7]([CH2:6][O:5][CH2:4][CH2:3][Si:2]([CH3:13])([CH3:12])[CH3:1])[N:8]=[CH:9][CH:10]=3)[C:29]2=[O:30])[CH2:20][CH2:21][CH2:22][CH2:23][CH2:24]1. The catalyst class is: 1. (4) Reactant: [F:1][C:2]1[C:7]([NH2:8])=[CH:6][C:5](B2OC(C)(C)C(C)(C)O2)=[CH:4][N:3]=1.Br[C:19]1[C:31]([F:32])=[CH:30][C:22]([C:23]([NH:25][S:26]([CH3:29])(=[O:28])=[O:27])=[O:24])=[C:21]([F:33])[CH:20]=1.C(=O)([O-])[O-].[K+].[K+].O. Product: [NH2:8][C:7]1[CH:6]=[C:5]([C:19]2[C:31]([F:32])=[CH:30][C:22]([C:23]([NH:25][S:26]([CH3:29])(=[O:28])=[O:27])=[O:24])=[C:21]([F:33])[CH:20]=2)[CH:4]=[N:3][C:2]=1[F:1]. The catalyst class is: 755. (5) Reactant: [CH2:1]([C:8]1[CH:13]=[CH:12][N:11]=[C:10]([O:14][CH3:15])[C:9]=1[NH2:16])[C:2]1[CH:7]=[CH:6][CH:5]=[CH:4][CH:3]=1.[N:17]([O-])=O.[Na+]. Product: [CH3:15][O:14][C:10]1[N:11]=[CH:12][CH:13]=[C:8]2[C:1]([C:2]3[CH:3]=[CH:4][CH:5]=[CH:6][CH:7]=3)=[N:17][NH:16][C:9]=12. The catalyst class is: 86. (6) Reactant: [NH2:1][NH2:2].[C:3]([NH:6][CH2:7][C@@H:8]1[O:12][C:11](=[O:13])[N:10]([C:14]2[CH:19]=[CH:18][C:17]([C:20](OC3C(F)=C(F)C(F)=C(F)C=3F)=[O:21])=[C:16]([F:34])[CH:15]=2)[CH2:9]1)(=[O:5])[CH3:4]. Product: [C:3]([NH:6][CH2:7][C@@H:8]1[O:12][C:11](=[O:13])[N:10]([C:14]2[CH:19]=[CH:18][C:17]([C:20]([NH:1][NH2:2])=[O:21])=[C:16]([F:34])[CH:15]=2)[CH2:9]1)(=[O:5])[CH3:4]. The catalyst class is: 7. (7) Reactant: C(N(CC)CC)C.Cl[CH2:9][CH2:10][C:11]([S:13][CH2:14][CH:15]1[S:19][CH:18]([CH2:20][O:21][C:22](=[O:26])[CH2:23][CH2:24]Cl)[CH2:17][S:16]1)=[O:12].O.C1(C)C=CC=CC=1. Product: [C:11]([S:13][CH2:14][CH:15]1[S:19][CH:18]([CH2:20][O:21][C:22](=[O:26])[CH:23]=[CH2:24])[CH2:17][S:16]1)(=[O:12])[CH:10]=[CH2:9]. The catalyst class is: 21.